From a dataset of Catalyst prediction with 721,799 reactions and 888 catalyst types from USPTO. Predict which catalyst facilitates the given reaction. (1) Reactant: [C:1]([NH2:10])(=[O:9])[C:2]1[C:3](=[CH:5][CH:6]=[CH:7][CH:8]=1)[NH2:4].C(=O)([O-])[O-].[K+].[K+].[C:17](Cl)(=O)[C:18]1[C:19]([O:24][CH3:25])=[CH:20][CH:21]=[CH:22][CH:23]=1. Product: [CH3:25][O:24][C:19]1[CH:20]=[CH:21][CH:22]=[CH:23][C:18]=1[C:17]1[NH:10][C:1](=[O:9])[C:2]2[C:3](=[CH:5][CH:6]=[CH:7][CH:8]=2)[N:4]=1. The catalyst class is: 28. (2) Reactant: [CH3:1][C:2]1[N:6]([CH2:7][C:8]([OH:10])=[O:9])[N:5]=[CH:4][CH:3]=1.C1C(=O)N([Cl:18])C(=O)C1. Product: [Cl:18][C:3]1[CH:4]=[N:5][N:6]([CH2:7][C:8]([OH:10])=[O:9])[C:2]=1[CH3:1]. The catalyst class is: 23.